This data is from HIV replication inhibition screening data with 41,000+ compounds from the AIDS Antiviral Screen. The task is: Binary Classification. Given a drug SMILES string, predict its activity (active/inactive) in a high-throughput screening assay against a specified biological target. The drug is COC(=O)NNC(c1ccc(Cl)cc1)c1ccc(Cl)cc1. The result is 0 (inactive).